From a dataset of Reaction yield outcomes from USPTO patents with 853,638 reactions. Predict the reaction yield, written as a fraction of the theoretical maximum amount of product (1.0 means a 100% yield; for example, 0.34 means a 34% yield). (1) The reactants are [CH2:1]([C:5]1[N:10]2[N:11]=[CH:12][N:13]=[C:9]2[NH:8][C:7](=[O:14])[C:6]=1[CH2:15][C:16]1[CH:21]=[CH:20][C:19]([C:22]2[C:23]([C:28]#[N:29])=[CH:24][CH:25]=[CH:26][CH:27]=2)=[CH:18][CH:17]=1)[CH2:2][CH2:3][CH3:4].[CH3:30][CH:31]([O:33][C:34]1[CH:39]=[CH:38][C:37](B(O)O)=[CH:36][CH:35]=1)[CH3:32].C(N(CC)CC)C.N1C=CC=CC=1. The catalyst is ClCCl.C(OCC)(=O)C.C([O-])(=O)C.[Cu+2].C([O-])(=O)C. The product is [CH3:30][CH:31]([O:33][C:34]1[CH:39]=[CH:38][C:37]([N:8]2[C:7](=[O:14])[C:6]([CH2:15][C:16]3[CH:21]=[CH:20][C:19]([C:22]4[C:23]([C:28]#[N:29])=[CH:24][CH:25]=[CH:26][CH:27]=4)=[CH:18][CH:17]=3)=[C:5]([CH2:1][CH2:2][CH2:3][CH3:4])[N:10]3[N:11]=[CH:12][N:13]=[C:9]23)=[CH:36][CH:35]=1)[CH3:32]. The yield is 1.00. (2) The reactants are [CH2:1]([NH:5][CH2:6][C:7]1[S:11][C:10](B(O)O)=[CH:9][CH:8]=1)[CH2:2][CH2:3][CH3:4].Br[C:16]1[CH:17]=[C:18]2[C:22](=[C:23]([C:25]([NH2:27])=[O:26])[CH:24]=1)[NH:21][CH:20]=[C:19]2[CH:28]1[CH2:33][CH2:32][N:31]([S:34]([CH2:37][CH3:38])(=[O:36])=[O:35])[CH2:30][CH2:29]1.C([O-])([O-])=O.[K+].[K+]. The catalyst is C1C=CC([P]([Pd]([P](C2C=CC=CC=2)(C2C=CC=CC=2)C2C=CC=CC=2)([P](C2C=CC=CC=2)(C2C=CC=CC=2)C2C=CC=CC=2)[P](C2C=CC=CC=2)(C2C=CC=CC=2)C2C=CC=CC=2)(C2C=CC=CC=2)C2C=CC=CC=2)=CC=1. The product is [CH2:1]([NH:5][CH2:6][C:7]1[S:11][C:10]([C:16]2[CH:17]=[C:18]3[C:22](=[C:23]([C:25]([NH2:27])=[O:26])[CH:24]=2)[NH:21][CH:20]=[C:19]3[CH:28]2[CH2:29][CH2:30][N:31]([S:34]([CH2:37][CH3:38])(=[O:35])=[O:36])[CH2:32][CH2:33]2)=[CH:9][CH:8]=1)[CH2:2][CH2:3][CH3:4]. The yield is 0.240. (3) The reactants are Br[C:2]1[C:3]([NH:9][CH:10]2[CH2:14][CH2:13][CH2:12][CH2:11]2)=[N:4][C:5]([Cl:8])=[N:6][CH:7]=1.[Cl-].[Li+].C(=O)([O-])[O-].[K+].[K+].[CH3:23][O:24][C:25](=[O:29])[C:26]#[C:27][CH3:28]. The catalyst is CN(C=O)C.C([O-])(=O)C.[Pd+2].C([O-])(=O)C. The product is [CH3:23][O:24][C:25]([C:26]1[N:9]([CH:10]2[CH2:14][CH2:13][CH2:12][CH2:11]2)[C:3]2[N:4]=[C:5]([Cl:8])[N:6]=[CH:7][C:2]=2[C:27]=1[CH3:28])=[O:29]. The yield is 0.250. (4) The reactants are ClC(OC(Cl)C)=O.C([N:15]1[CH2:24][CH2:23][C:22]2[N:21]=[C:20]3[CH:25]=[CH:26][C:27]([C:29]#[N:30])=[CH:28][C:19]3=[C:18]([Cl:31])[C:17]=2[CH2:16]1)C1C=CC=CC=1. The catalyst is ClCCCl. The product is [Cl:31][C:18]1[C:17]2[CH2:16][NH:15][CH2:24][CH2:23][C:22]=2[N:21]=[C:20]2[CH:25]=[CH:26][C:27]([C:29]#[N:30])=[CH:28][C:19]=12. The yield is 0.620. (5) The reactants are C([O:4][CH2:5][C:6]#[C:7][CH2:8][CH2:9][CH2:10][C:11]([OH:13])=[O:12])(=O)C.[C:14](Cl)(=O)C.C(=O)(O)[O-].[Na+]. The catalyst is CO. The product is [CH3:14][O:13][C:11](=[O:12])[CH2:10][CH2:9][CH2:8][C:7]#[C:6][CH2:5][OH:4]. The yield is 0.920. (6) The reactants are Br[C:2]1[CH:7]=[CH:6][C:5]([N:8]2[C:16]3[C:15]([OH:17])=[C:14]([C:18]#[N:19])[C:13](=[O:20])[NH:12][C:11]=3[CH:10]=[CH:9]2)=[CH:4][CH:3]=1.[OH:21][C:22]1[CH:27]=[CH:26][CH:25]=[CH:24][C:23]=1B(O)O.C(=O)([O-])[O-].[Cs+].[Cs+].O1CCOCC1. The catalyst is C1C=CC([P]([Pd]([P](C2C=CC=CC=2)(C2C=CC=CC=2)C2C=CC=CC=2)([P](C2C=CC=CC=2)(C2C=CC=CC=2)C2C=CC=CC=2)[P](C2C=CC=CC=2)(C2C=CC=CC=2)C2C=CC=CC=2)(C2C=CC=CC=2)C2C=CC=CC=2)=CC=1.O. The product is [OH:17][C:15]1[C:16]2[N:8]([C:5]3[CH:6]=[CH:7][C:2]([C:23]4[CH:24]=[CH:25][CH:26]=[CH:27][C:22]=4[OH:21])=[CH:3][CH:4]=3)[CH:9]=[CH:10][C:11]=2[NH:12][C:13](=[O:20])[C:14]=1[C:18]#[N:19]. The yield is 0.0350. (7) The reactants are [F:1][C:2]1[CH:36]=[C:35]([N+:37]([O-])=O)[CH:34]=[CH:33][C:3]=1[O:4][C:5]1[CH:10]=[CH:9][N:8]=[C:7]2[CH:11]=[C:12]([C:14]3[N:19]=[CH:18][C:17]([CH2:20][N:21]([CH2:29][CH2:30][O:31][CH3:32])[C:22](=[O:28])[O:23][C:24]([CH3:27])([CH3:26])[CH3:25])=[CH:16][CH:15]=3)[S:13][C:6]=12.[NH4+].[Cl-]. The catalyst is [Fe].CCO.O. The product is [NH2:37][C:35]1[CH:34]=[CH:33][C:3]([O:4][C:5]2[CH:10]=[CH:9][N:8]=[C:7]3[CH:11]=[C:12]([C:14]4[N:19]=[CH:18][C:17]([CH2:20][N:21]([CH2:29][CH2:30][O:31][CH3:32])[C:22](=[O:28])[O:23][C:24]([CH3:27])([CH3:26])[CH3:25])=[CH:16][CH:15]=4)[S:13][C:6]=23)=[C:2]([F:1])[CH:36]=1. The yield is 1.00.